From a dataset of Forward reaction prediction with 1.9M reactions from USPTO patents (1976-2016). Predict the product of the given reaction. (1) Given the reactants Br[C:2]1[CH:10]=[C:9]2[C:5]([CH:6]=[CH:7][NH:8]2)=[CH:4][CH:3]=1.C([Li])(C)(C)C.[B:16](OCCCC)([O:22]CCCC)[O:17]CCCC.P(=O)(O)(O)O, predict the reaction product. The product is: [NH:8]1[C:9]2[C:5](=[CH:4][CH:3]=[C:2]([B:16]([OH:22])[OH:17])[CH:10]=2)[CH:6]=[CH:7]1. (2) Given the reactants [CH2:1]([NH:3][C:4]([NH:6][C:7]1[S:8][C:9]2[C:15]([C:16]3[CH:21]=[CH:20][CH:19]=[CH:18][N:17]=3)=[CH:14][C:13]([N:22]3[CH:26]=[C:25]([CH:27]=[O:28])[N:24]=[N:23]3)=[CH:12][C:10]=2[N:11]=1)=[O:5])[CH3:2].Br[Mg][CH3:31].CCOCC.[NH4+].[Cl-], predict the reaction product. The product is: [CH2:1]([NH:3][C:4]([NH:6][C:7]1[S:8][C:9]2[C:15]([C:16]3[CH:21]=[CH:20][CH:19]=[CH:18][N:17]=3)=[CH:14][C:13]([N:22]3[CH:26]=[C:25]([CH:27]([OH:28])[CH3:31])[N:24]=[N:23]3)=[CH:12][C:10]=2[N:11]=1)=[O:5])[CH3:2]. (3) Given the reactants CO[C:3]1[C:15]2[C:14]3[CH:13]=[CH:12][C:11]([C:16]([F:19])([F:18])[F:17])=[CH:10][C:9]=3[N:8]([CH3:20])[C:7]=2[C:6]([C:21]#[N:22])=[CH:5][N:4]=1.C([O-])(O)=O.[Na+].O=P(Cl)(Cl)[Cl:30], predict the reaction product. The product is: [Cl:30][C:3]1[C:15]2[C:14]3[CH:13]=[CH:12][C:11]([C:16]([F:19])([F:18])[F:17])=[CH:10][C:9]=3[N:8]([CH3:20])[C:7]=2[C:6]([C:21]#[N:22])=[CH:5][N:4]=1. (4) Given the reactants B(O)O.[CH3:4][C:5]1[CH:9]=[C:8]([C:10]([O:12][CH2:13][CH3:14])=[O:11])[NH:7][N:6]=1.[N:15]1[CH:20]=[CH:19][CH:18]=[CH:17][CH:16]=1, predict the reaction product. The product is: [CH3:4][C:5]1[CH:9]=[C:8]([C:10]([O:12][CH2:13][CH3:14])=[O:11])[N:7]([C:16]2[CH:4]=[CH:5][C:9]3[C:18](=[CH:19][CH:20]=[C:10]([O:12][CH3:13])[CH:8]=3)[CH:17]=2)[N:6]=1.[CH3:4][C:5]1[N:15]([C:20]2[CH:4]=[CH:5][C:9]3[C:18](=[CH:17][CH:16]=[C:10]([O:12][CH3:13])[CH:8]=3)[CH:19]=2)[N:7]=[C:8]([C:10]([O:12][CH2:13][CH3:14])=[O:11])[CH:9]=1.